From a dataset of Forward reaction prediction with 1.9M reactions from USPTO patents (1976-2016). Predict the product of the given reaction. (1) The product is: [C:16]([O:15][C:13]([NH:1][CH2:2][C:3]([OH:5])=[O:4])=[O:14])([CH3:19])([CH3:18])[CH3:17]. Given the reactants [NH2:1][CH2:2][C:3]([OH:5])=[O:4].C(N(CC)CC)C.[C:13](O[C:13]([O:15][C:16]([CH3:19])([CH3:18])[CH3:17])=[O:14])([O:15][C:16]([CH3:19])([CH3:18])[CH3:17])=[O:14], predict the reaction product. (2) Given the reactants C/C=C(/C([O:7][C@@H:8]1[C:69]([CH3:71])([CH3:70])[CH2:68][CH:67]2[C@@:10]([CH2:74][OH:75])([C@H:11]([OH:73])[CH2:12][C@@:13]3([CH3:72])[C@:18]4([CH3:66])[CH2:19][CH2:20][CH:21]5[C@:26]([CH2:28][OH:29])([CH3:27])[CH:25]([O:30][C@@H]6O[C@H](C(O)=O)[C@@H](O[C@@H]7O[C@H](CO)[C@@H](O)[C@H](O)[C@H]7O)[C@H](O)[C@H]6O[C@@H]6O[C@H](CO)[C@@H](O)[C@H](O)[C@H]6O)[CH2:24][CH2:23][C@:22]5([CH3:65])[CH:17]4[CH2:16][CH:15]=[C:14]32)[C@H:9]1[O:76]C(C)=O)=O)\C.C/C=C(\C(O[C@@H:87]1[C:148](C)([CH3:149])[CH2:147][CH:146]2[C@@:89](CO)([C@H:90]([OH:152])[CH2:91][C@@:92]3([CH3:151])[C@:97]4([CH3:145])[CH2:98][CH2:99][CH:100]5[C@:105]([CH2:107][OH:108])([CH3:106])[CH:104]([O:109][C@@H]6O[C@H](C(O)=O)[C@@H](O[C@@H]7O[C@H](CO)[C@@H](O)[C@H](O)[C@H]7O)[C@H](O)[C@H]6O[C@@H]6O[C@H](CO)[C@@H](O)[C@H](O)[C@H]6O)[CH2:103][CH2:102][C@:101]5([CH3:144])[CH:96]4[CH2:95][CH:94]=[C:93]32)[C@H:88]1[O:155]C(C)=O)=O)/C.Cl.[CH2:160]([OH:162])[CH3:161], predict the reaction product. The product is: [CH3:70][C:69]1([CH3:71])[CH:8]([OH:7])[CH:9]([OH:76])[C:10]2([CH2:74][OH:75])[CH:67]([C:14]3[C:13]([CH3:72])([CH2:12][CH:11]2[OH:73])[C:18]2([CH3:66])[CH:17]([C:22]4([CH3:65])[CH:21]([CH2:20][CH2:19]2)[C:26]([CH2:28][OH:29])([CH3:27])[CH:25]([OH:30])[CH2:24][CH2:23]4)[CH2:16][CH:15]=3)[CH2:68]1.[CH3:144][C@@:101]12[C@H:96]3[CH2:95][CH:94]=[C:93]4[C@@H:146]5[CH2:147][C:148]([CH3:149])([CH3:87])[C@@H:161]6[O:152][C@@H:90]([C@@:89]5([CH2:88][OH:155])[C@H:160]6[OH:162])[CH2:91][C@@:92]4([CH3:151])[C@:97]3([CH3:145])[CH2:98][CH2:99][C@H:100]1[C@:105]([CH2:107][OH:108])([CH3:106])[C@@H:104]([OH:109])[CH2:103][CH2:102]2. (3) Given the reactants C([O:8][C:9]1[CH:14]=[CH:13][C:12]([NH:15][C:16](=[O:26])[CH2:17][NH:18][C:19](=[O:25])[O:20][C:21]([CH3:24])([CH3:23])[CH3:22])=[CH:11][CH:10]=1)C1C=CC=CC=1.C([O-])=O.[NH4+], predict the reaction product. The product is: [OH:8][C:9]1[CH:14]=[CH:13][C:12]([NH:15][C:16](=[O:26])[CH2:17][NH:18][C:19](=[O:25])[O:20][C:21]([CH3:22])([CH3:23])[CH3:24])=[CH:11][CH:10]=1. (4) Given the reactants [C:1]([O:5][C:6]([CH2:8][O:9][C:10]1[CH:15]=[CH:14][C:13]([C:16]2[C:17]3[NH:21][C:20]([CH:22]=[C:23]4[N:46]=[C:26]([C:27]([CH:39]([CH2:43][CH2:44]Br)[CH2:40][CH2:41]Br)=[C:28]5[NH:38][C:31](=[CH:32][C:33]6[CH:34]=[CH:35][C:36]=2[N:37]=6)[CH:30]=[CH:29]5)[CH:25]=[CH:24]4)=[CH:19][CH:18]=3)=[CH:12][CH:11]=1)=[O:7])([CH3:4])([CH3:3])[CH3:2].C[O:48][P:49]([O:52][CH3:53])[O:50][CH3:51], predict the reaction product. The product is: [C:1]([O:5][C:6]([CH2:8][O:9][C:10]1[CH:15]=[CH:14][C:13]([C:16]2[C:17]3[NH:21][C:20]([CH:22]=[C:23]4[N:46]=[C:26]([C:27]([CH:39]([CH2:43][CH2:44][P:49]([O:52][CH3:53])([O:50][CH3:51])=[O:48])[CH2:40][CH2:41][P:49]([O:52][CH3:53])([O:50][CH3:51])=[O:48])=[C:28]5[NH:38][C:31](=[CH:32][C:33]6[CH:34]=[CH:35][C:36]=2[N:37]=6)[CH:30]=[CH:29]5)[CH:25]=[CH:24]4)=[CH:19][CH:18]=3)=[CH:12][CH:11]=1)=[O:7])([CH3:4])([CH3:3])[CH3:2]. (5) Given the reactants Br[C:2]1[N:3]([C:29]2[CH:34]=[CH:33][CH:32]=[CH:31][CH:30]=2)[C:4]2[N:5]=[C:6]([C:19]3[CH:24]=[CH:23][C:22]([C:25]([F:28])([F:27])[F:26])=[CH:21][CH:20]=3)[N:7]([C:12]3[CH:17]=[CH:16][C:15]([Cl:18])=[CH:14][CH:13]=3)[C:8](=[O:11])[C:9]=2[N:10]=1.C(=O)([O-])[O-].[K+].[K+].[CH2:41]([NH:43][CH3:44])[CH3:42].C(#N)C, predict the reaction product. The product is: [Cl:18][C:15]1[CH:14]=[CH:13][C:12]([N:7]2[C:8](=[O:11])[C:9]3[N:10]=[C:2]([N:43]([CH2:41][CH3:42])[CH3:44])[N:3]([C:29]4[CH:30]=[CH:31][CH:32]=[CH:33][CH:34]=4)[C:4]=3[N:5]=[C:6]2[C:19]2[CH:24]=[CH:23][C:22]([C:25]([F:26])([F:27])[F:28])=[CH:21][CH:20]=2)=[CH:17][CH:16]=1. (6) Given the reactants Br[C:2]1[CH:7]=[CH:6][C:5]([C:8]2[O:12][N:11]=[C:10]([CH3:13])[C:9]=2[CH2:14][NH:15][CH2:16][CH2:17][C:18]2[CH:23]=[CH:22][CH:21]=[CH:20][CH:19]=2)=[CH:4][CH:3]=1.[CH2:24]([O:26][C:27]([C:29]1([C:32]2[CH:37]=[CH:36][C:35](B3OC(C)(C)C(C)(C)O3)=[CH:34][CH:33]=2)[CH2:31][CH2:30]1)=[O:28])[CH3:25], predict the reaction product. The product is: [CH2:24]([O:26][C:27]([C:29]1([C:32]2[CH:37]=[CH:36][C:35]([C:2]3[CH:7]=[CH:6][C:5]([C:8]4[O:12][N:11]=[C:10]([CH3:13])[C:9]=4[CH2:14][NH:15][CH2:16][CH2:17][C:18]4[CH:23]=[CH:22][CH:21]=[CH:20][CH:19]=4)=[CH:4][CH:3]=3)=[CH:34][CH:33]=2)[CH2:30][CH2:31]1)=[O:28])[CH3:25]. (7) Given the reactants [Cl:1][C:2]1[CH:32]=[C:31]([N+:33]([O-:35])=[O:34])[CH:30]=[C:29]([CH3:36])[C:3]=1[O:4][C:5]1[CH:19]=[CH:18][C:8]([O:9]COCC[Si](C)(C)C)=[C:7]([CH2:20][O:21][C:22]2[CH:27]=[CH:26][C:25]([F:28])=[CH:24][CH:23]=2)[CH:6]=1.C1COCC1.S(=O)(=O)(O)O, predict the reaction product. The product is: [Cl:1][C:2]1[CH:32]=[C:31]([N+:33]([O-:35])=[O:34])[CH:30]=[C:29]([CH3:36])[C:3]=1[O:4][C:5]1[CH:19]=[CH:18][C:8]([OH:9])=[C:7]([CH2:20][O:21][C:22]2[CH:23]=[CH:24][C:25]([F:28])=[CH:26][CH:27]=2)[CH:6]=1.